Dataset: Full USPTO retrosynthesis dataset with 1.9M reactions from patents (1976-2016). Task: Predict the reactants needed to synthesize the given product. (1) Given the product [Cl:20][CH2:19][CH2:18][O:10][C:7]1[CH:8]=[CH:9][C:4]([N+:1]([O-:3])=[O:2])=[CH:5][CH:6]=1, predict the reactants needed to synthesize it. The reactants are: [N+:1]([C:4]1[CH:9]=[CH:8][C:7]([OH:10])=[CH:6][CH:5]=1)([O-:3])=[O:2].C(=O)([O-])[O-].[K+].[K+].Br[CH2:18][CH2:19][Cl:20].[I-].[K+]. (2) Given the product [OH:6][N:5]=[C:4]([NH:38][CH2:39][C:40]([NH:42][CH2:43][C:44]([F:47])([F:46])[F:45])=[O:41])[C:3]1[CH:7]=[CH:8][C:9]([C:11]2[CH2:15][C:14]([C:26]([F:29])([F:27])[F:28])([C:16]3[CH:21]=[CH:20][CH:19]=[C:18]([C:22]([F:24])([F:25])[F:23])[CH:17]=3)[O:13][N:12]=2)=[CH:10][C:2]=1[CH3:1], predict the reactants needed to synthesize it. The reactants are: [CH3:1][C:2]1[CH:10]=[C:9]([C:11]2[CH2:15][C:14]([C:26]([F:29])([F:28])[F:27])([C:16]3[CH:21]=[CH:20][CH:19]=[C:18]([C:22]([F:25])([F:24])[F:23])[CH:17]=3)[O:13][N:12]=2)[CH:8]=[CH:7][C:3]=1[CH:4]=[N:5][OH:6].ClN1C(=O)CCC1=O.[NH2:38][CH2:39][C:40]([NH:42][CH2:43][C:44]([F:47])([F:46])[F:45])=[O:41].C(N(CC)CC)C.